From a dataset of Forward reaction prediction with 1.9M reactions from USPTO patents (1976-2016). Predict the product of the given reaction. (1) Given the reactants [N:1]1[CH:6]=[CH:5][C:4]([NH:7][C:8]2[O:9][C:10]3[C:11](=[C:13]([C:17]([OH:19])=O)[CH:14]=[CH:15][CH:16]=3)[N:12]=2)=[CH:3][CH:2]=1.Cl.Cl.[NH2:22][C@H:23]1[CH:28]2[CH2:29][CH2:30][N:25]([CH2:26][CH2:27]2)[CH2:24]1, predict the reaction product. The product is: [N:25]12[CH2:24][C@@H:23]([NH:22][C:17]([C:13]3[CH:14]=[CH:15][CH:16]=[C:10]4[O:9][C:8]([NH:7][C:4]5[CH:3]=[CH:2][N:1]=[CH:6][CH:5]=5)=[N:12][C:11]=34)=[O:19])[CH:28]([CH2:29][CH2:30]1)[CH2:27][CH2:26]2. (2) Given the reactants [C:1]([C:3]1[C:4]([N:15]2[CH2:21][CH2:20][CH2:19][NH:18][CH2:17][CH2:16]2)=[N:5][C:6]([CH3:14])=[C:7]([CH:13]=1)[C:8]([O:10][CH2:11][CH3:12])=[O:9])#[N:2].[Cl:22][C:23]1[S:27][C:26]([S:28]([NH:31][C:32](=O)[O:33]CC(Cl)(Cl)Cl)(=[O:30])=[O:29])=[CH:25][CH:24]=1.CCN(C(C)C)C(C)C, predict the reaction product. The product is: [Cl:22][C:23]1[S:27][C:26]([S:28]([NH:31][C:32]([N:18]2[CH2:19][CH2:20][CH2:21][N:15]([C:4]3[C:3]([C:1]#[N:2])=[CH:13][C:7]([C:8]([O:10][CH2:11][CH3:12])=[O:9])=[C:6]([CH3:14])[N:5]=3)[CH2:16][CH2:17]2)=[O:33])(=[O:30])=[O:29])=[CH:25][CH:24]=1. (3) Given the reactants [Cl:1][C:2]1[CH:3]=[C:4]2[C:10]([C:11]3[CH:12]=[N:13][CH:14]=[N:15][CH:16]=3)=[C:9](I)[NH:8][C:5]2=[N:6][CH:7]=1.[CH3:18][N:19]1[CH2:24][CH2:23][NH:22][CH2:21][CH2:20]1.C[C:26]([CH3:29])([O-])[CH3:27].[K+].[Cl-].[CH:32]([N+:35]1C=CN(C(C)C)C=1)(C)[CH3:33], predict the reaction product. The product is: [Cl:1][C:2]1[CH:3]=[C:4]2[C:10]([CH:11]3[CH:12]=[N:13][CH:14]=[N:15][CH2:16]3)=[C:9]([C:33]3[CH:32]=[N:35][C:29]([N:22]4[CH2:23][CH2:24][N:19]([CH3:18])[CH2:20][CH2:21]4)=[CH:26][CH:27]=3)[NH:8][C:5]2=[N:6][CH:7]=1. (4) Given the reactants [Cl:1][C:2]1[CH:3]=[C:4]([C@H:9]2[C:18]3[C:13](=[CH:14][CH:15]=[CH:16][CH:17]=3)[C@H:12]([NH:19]C(=O)C)[CH2:11][CH2:10]2)[CH:5]=[CH:6][C:7]=1[Cl:8].Cl, predict the reaction product. The product is: [ClH:1].[Cl:1][C:2]1[CH:3]=[C:4]([C@H:9]2[C:18]3[C:13](=[CH:14][CH:15]=[CH:16][CH:17]=3)[C@H:12]([NH2:19])[CH2:11][CH2:10]2)[CH:5]=[CH:6][C:7]=1[Cl:8]. (5) The product is: [CH3:1][O:2][C:3](=[O:26])[CH2:4][CH2:5][CH2:6][O:7][C:8]1[C:17]([N:18]2[CH2:24][CH2:23][CH2:22][N:21]([CH2:39][C:37]3[N:38]=[C:34]([N:31]4[CH2:30][CH2:29][CH:28]([OH:27])[CH2:33][CH2:32]4)[S:35][CH:36]=3)[CH2:20][CH2:19]2)=[C:16]2[C:11]([CH:12]=[CH:13][CH:14]=[N:15]2)=[CH:10][C:9]=1[CH3:25]. Given the reactants [CH3:1][O:2][C:3](=[O:26])[CH2:4][CH2:5][CH2:6][O:7][C:8]1[C:17]([N:18]2[CH2:24][CH2:23][CH2:22][NH:21][CH2:20][CH2:19]2)=[C:16]2[C:11]([CH:12]=[CH:13][CH:14]=[N:15]2)=[CH:10][C:9]=1[CH3:25].[OH:27][CH:28]1[CH2:33][CH2:32][N:31]([C:34]2[S:35][CH:36]=[C:37]([CH:39]=O)[N:38]=2)[CH2:30][CH2:29]1.[BH-](OC(C)=O)(OC(C)=O)OC(C)=O.[Na+], predict the reaction product. (6) Given the reactants [C:1]1([C:11]([OH:13])=O)[C:10]2[C:5](=[CH:6][CH:7]=[CH:8][CH:9]=2)[CH:4]=[CH:3][N:2]=1.[NH2:14][C:15]1[CH:20]=[CH:19][C:18]([CH2:21][C:22]([O:24][CH3:25])=[O:23])=[CH:17][C:16]=1[Cl:26].C1C=CC2N(O)N=NC=2C=1.CCN=C=NCCCN(C)C.Cl, predict the reaction product. The product is: [Cl:26][C:16]1[CH:17]=[C:18]([CH2:21][C:22]([O:24][CH3:25])=[O:23])[CH:19]=[CH:20][C:15]=1[NH:14][C:11]([C:1]1[C:10]2[C:5](=[CH:6][CH:7]=[CH:8][CH:9]=2)[CH:4]=[CH:3][N:2]=1)=[O:13].